Predict the reaction yield, written as a fraction of the theoretical maximum amount of product (1.0 means a 100% yield; for example, 0.34 means a 34% yield). From a dataset of Reaction yield outcomes from USPTO patents with 853,638 reactions. (1) The catalyst is O. The reactants are [CH2:1]([C:3]12[CH2:9][CH:6]([CH2:7][CH2:8]1)[CH2:5][C:4]2=[O:10])[CH3:2].O1CC[CH2:13][CH2:12]1. The product is [C:12]([C:4]1([OH:10])[CH2:5][CH:6]2[CH2:9][C:3]1([CH2:1][CH3:2])[CH2:8][CH2:7]2)#[CH:13]. The yield is 0.560. (2) The reactants are [Cl-].[CH3:2][O:3]C[P+](C1C=CC=CC=1)(C1C=CC=CC=1)C1C=CC=CC=1.C[Si]([N-][Si](C)(C)C)(C)C.[K+].[F:34][C:35]1[CH:40]=[CH:39][C:38]([N:41]2[C:49]3[CH:48]=[C:47]4[CH2:50][CH2:51][CH2:52][C:53](=O)[C:46]4([CH3:55])[CH2:45][C:44]=3[CH:43]=[N:42]2)=[CH:37][CH:36]=1.CO. The catalyst is C1COCC1.Cl.O. The product is [F:34][C:35]1[CH:36]=[CH:37][C:38]([N:41]2[C:49]3[CH:48]=[C:47]4[CH2:50][CH2:51][CH2:52][CH:53]([CH:2]=[O:3])[C:46]4([CH3:55])[CH2:45][C:44]=3[CH:43]=[N:42]2)=[CH:39][CH:40]=1. The yield is 0.700.